From a dataset of Forward reaction prediction with 1.9M reactions from USPTO patents (1976-2016). Predict the product of the given reaction. (1) Given the reactants C[O:2][C:3](=[O:23])[C:4]1[CH:9]=[CH:8][C:7]([O:10][CH3:11])=[C:6]([O:12][CH2:13][CH2:14][C:15]2[CH:20]=[CH:19][C:18]([Cl:21])=[CH:17][C:16]=2[Cl:22])[CH:5]=1.O.O.[OH-].[Li+].Cl, predict the reaction product. The product is: [Cl:22][C:16]1[CH:17]=[C:18]([Cl:21])[CH:19]=[CH:20][C:15]=1[CH2:14][CH2:13][O:12][C:6]1[CH:5]=[C:4]([CH:9]=[CH:8][C:7]=1[O:10][CH3:11])[C:3]([OH:23])=[O:2]. (2) Given the reactants [O:1]1[CH2:5][CH2:4][C:3]2[CH:6]=[C:7]([C:10]3[C:18]4[C:13](=[CH:14][CH:15]=[C:16]([C:19]#[N:20])[CH:17]=4)[NH:12][N:11]=3)[CH:8]=[CH:9][C:2]1=2.[OH:21]O.[OH-].[Na+].Cl, predict the reaction product. The product is: [O:1]1[CH2:5][CH2:4][C:3]2[CH:6]=[C:7]([C:10]3[C:18]4[C:13](=[CH:14][CH:15]=[C:16]([C:19]([NH2:20])=[O:21])[CH:17]=4)[NH:12][N:11]=3)[CH:8]=[CH:9][C:2]1=2. (3) Given the reactants [Cl:1][C:2]1[CH:46]=[CH:45][C:5]([C:6]2[C:11]([C:12]3[CH:21]=[CH:20][C:19]4[C:14](=[CH:15][CH:16]=[C:17]([C:22]5[N:26]([CH:27]6[CH2:32][CH2:31][CH2:30][CH2:29][CH2:28]6)[C:25]6[CH:33]=[CH:34][C:35]([C:37]([OH:39])=[O:38])=[CH:36][C:24]=6[N:23]=5)[CH:18]=4)[N:13]=3)=[CH:10][C:9]([O:40][CH2:41][CH2:42][O:43][CH3:44])=[CH:8][CH:7]=2)=[CH:4][CH:3]=1.Br[CH2:48]COCC.BrCCOC, predict the reaction product. The product is: [Cl:1][C:2]1[CH:3]=[CH:4][C:5]([C:6]2[C:11]([C:12]3[CH:21]=[CH:20][C:19]4[C:14](=[CH:15][CH:16]=[C:17]([C:22]5[N:26]([CH:27]6[CH2:32][CH2:31][CH2:30][CH2:29][CH2:28]6)[C:25]6[CH:33]=[CH:34][C:35]([C:37]([OH:39])=[O:38])=[CH:36][C:24]=6[N:23]=5)[CH:18]=4)[N:13]=3)=[CH:10][C:9]([O:40][CH2:41][CH2:42][O:43][CH2:44][CH3:48])=[CH:8][CH:7]=2)=[CH:45][CH:46]=1. (4) The product is: [Br:22][C:21]1[CH:20]=[CH:19][C:17]([NH:18][C:2]([NH:46][NH:45][C:43](=[O:44])[CH2:42][C@@H:39]2[CH2:40][CH2:41][N:37]([C:35]([CH:32]3[CH2:34][CH2:33]3)=[O:36])[CH2:38]2)=[O:4])=[CH:16][C:15]=1[O:14][CH3:13]. Given the reactants Cl[C:2](Cl)([O:4]C(=O)OC(Cl)(Cl)Cl)Cl.[CH3:13][O:14][C:15]1[CH:16]=[C:17]([CH:19]=[CH:20][C:21]=1[Br:22])[NH2:18].CCN(C(C)C)C(C)C.[CH:32]1([C:35]([N:37]2[CH2:41][CH2:40][C@@H:39]([CH2:42][C:43]([NH:45][NH2:46])=[O:44])[CH2:38]2)=[O:36])[CH2:34][CH2:33]1, predict the reaction product. (5) Given the reactants [N+:1]([C:4]1[CH:5]=[C:6]2[C:10](=[CH:11][CH:12]=1)[NH:9][CH:8]=[C:7]2[C:13]1[CH2:18][CH2:17][N:16]([C:19]([O:21][C:22]([CH3:25])([CH3:24])[CH3:23])=[O:20])[CH2:15][CH:14]=1)([O-])=O.C(O)(=O)C, predict the reaction product. The product is: [NH2:1][C:4]1[CH:5]=[C:6]2[C:10](=[CH:11][CH:12]=1)[NH:9][CH:8]=[C:7]2[CH:13]1[CH2:18][CH2:17][N:16]([C:19]([O:21][C:22]([CH3:25])([CH3:24])[CH3:23])=[O:20])[CH2:15][CH2:14]1. (6) Given the reactants O[C:2]1[CH:3]=[C:4]([C:11]([OH:13])=[O:12])[CH:5]=[C:6]([CH:10]=1)[C:7]([OH:9])=[O:8].[C:14](OC(O[C:14]([CH3:17])([CH3:16])[CH3:15])N(C)C)([CH3:17])([CH3:16])[CH3:15].CN(C=[O:32])C.[C:33]1([CH3:39])[CH:38]=CC=C[CH:34]=1, predict the reaction product. The product is: [C:14]([O:13][C:11](=[O:12])[C:4]1[CH2:5][C:6]([OH:32])([CH:10]=[CH:2][CH:3]=1)[C:7]([O:9][C:33]([CH3:39])([CH3:38])[CH3:34])=[O:8])([CH3:17])([CH3:16])[CH3:15].